Dataset: Full USPTO retrosynthesis dataset with 1.9M reactions from patents (1976-2016). Task: Predict the reactants needed to synthesize the given product. Given the product [ClH:23].[ClH:23].[NH2:16][C@@H:3]([C:4]1[CH:9]=[CH:8][C:7]([O:10][CH2:11][C:12]([F:15])([F:13])[F:14])=[CH:6][N:5]=1)[CH2:2][OH:1], predict the reactants needed to synthesize it. The reactants are: [OH:1][CH2:2][C@@H:3]([NH:16]S(C(C)(C)C)=O)[C:4]1[CH:9]=[CH:8][C:7]([O:10][CH2:11][C:12]([F:15])([F:14])[F:13])=[CH:6][N:5]=1.[ClH:23].CCOCC.